This data is from Reaction yield outcomes from USPTO patents with 853,638 reactions. The task is: Predict the reaction yield, written as a fraction of the theoretical maximum amount of product (1.0 means a 100% yield; for example, 0.34 means a 34% yield). (1) The reactants are N12CCCN=C1CCCCC2.Cl.[NH2:13][CH2:14][C:15]1[CH:23]=[CH:22][CH:21]=[C:20]2[C:16]=1[C:17](=[O:33])[N:18]([CH:25]1[CH2:30][CH2:29][C:28](=[O:31])[NH:27][C:26]1=[O:32])[C:19]2=[O:24].[CH2:34]([N:36]=[C:37]=[O:38])[CH3:35]. The catalyst is CC#N. The product is [O:32]=[C:26]1[CH:25]([N:18]2[C:17](=[O:33])[C:16]3[C:20](=[CH:21][CH:22]=[CH:23][C:15]=3[CH2:14][NH:13][C:37]([NH:36][CH2:34][CH3:35])=[O:38])[C:19]2=[O:24])[CH2:30][CH2:29][C:28](=[O:31])[NH:27]1. The yield is 0.300. (2) The reactants are [NH2:1][C:2]1[CH:3]=[C:4]2[C:20](=[O:21])[NH:19][N:18]=[CH:17][C:6]3=[C:7]([C:11]4[CH:16]=[CH:15][CH:14]=[CH:13][CH:12]=4)[NH:8][C:9]([CH:10]=1)=[C:5]23.[F:22][C:23]([F:34])([F:33])[C:24]1[CH:25]=[C:26]([CH:30]=[CH:31][CH:32]=1)[C:27](O)=[O:28].C(N(CC)CC)C.F[P-](F)(F)(F)(F)F.N1(OC(N(C)C)=[N+](C)C)C2N=CC=CC=2N=N1. The catalyst is C(Cl)Cl.CO.CN(C)C=O. The product is [O:21]=[C:20]1[C:4]2[C:5]3[C:6](=[C:7]([C:11]4[CH:12]=[CH:13][CH:14]=[CH:15][CH:16]=4)[NH:8][C:9]=3[CH:10]=[C:2]([NH:1][C:27](=[O:28])[C:26]3[CH:30]=[CH:31][CH:32]=[C:24]([C:23]([F:22])([F:33])[F:34])[CH:25]=3)[CH:3]=2)[CH:17]=[N:18][NH:19]1. The yield is 0.610.